Dataset: NCI-60 drug combinations with 297,098 pairs across 59 cell lines. Task: Regression. Given two drug SMILES strings and cell line genomic features, predict the synergy score measuring deviation from expected non-interaction effect. (1) Drug 1: CC1CCC2CC(C(=CC=CC=CC(CC(C(=O)C(C(C(=CC(C(=O)CC(OC(=O)C3CCCCN3C(=O)C(=O)C1(O2)O)C(C)CC4CCC(C(C4)OC)O)C)C)O)OC)C)C)C)OC. Drug 2: CCC1(C2=C(COC1=O)C(=O)N3CC4=CC5=C(C=CC(=C5CN(C)C)O)N=C4C3=C2)O.Cl. Cell line: MALME-3M. Synergy scores: CSS=26.2, Synergy_ZIP=-1.67, Synergy_Bliss=6.07, Synergy_Loewe=3.48, Synergy_HSA=6.63. (2) Drug 1: C#CCC(CC1=CN=C2C(=N1)C(=NC(=N2)N)N)C3=CC=C(C=C3)C(=O)NC(CCC(=O)O)C(=O)O. Drug 2: C(CN)CNCCSP(=O)(O)O. Cell line: KM12. Synergy scores: CSS=-13.6, Synergy_ZIP=3.53, Synergy_Bliss=-5.11, Synergy_Loewe=-7.46, Synergy_HSA=-9.71. (3) Drug 1: CC(C1=C(C=CC(=C1Cl)F)Cl)OC2=C(N=CC(=C2)C3=CN(N=C3)C4CCNCC4)N. Drug 2: CS(=O)(=O)C1=CC(=C(C=C1)C(=O)NC2=CC(=C(C=C2)Cl)C3=CC=CC=N3)Cl. Cell line: HCT-15. Synergy scores: CSS=9.61, Synergy_ZIP=-2.94, Synergy_Bliss=0.0981, Synergy_Loewe=-0.993, Synergy_HSA=-0.554. (4) Drug 1: CNC(=O)C1=CC=CC=C1SC2=CC3=C(C=C2)C(=NN3)C=CC4=CC=CC=N4. Drug 2: C1=NC2=C(N1)C(=S)N=CN2. Cell line: NCIH23. Synergy scores: CSS=8.04, Synergy_ZIP=-8.05, Synergy_Bliss=-9.70, Synergy_Loewe=-22.1, Synergy_HSA=-10.8. (5) Synergy scores: CSS=-10.0, Synergy_ZIP=5.39, Synergy_Bliss=-0.215, Synergy_Loewe=-8.12, Synergy_HSA=-7.66. Drug 2: CC(C)NC(=O)C1=CC=C(C=C1)CNNC.Cl. Cell line: NCI-H226. Drug 1: C1CCN(CC1)CCOC2=CC=C(C=C2)C(=O)C3=C(SC4=C3C=CC(=C4)O)C5=CC=C(C=C5)O. (6) Drug 1: C1CC(=O)NC(=O)C1N2CC3=C(C2=O)C=CC=C3N. Drug 2: CS(=O)(=O)OCCCCOS(=O)(=O)C. Cell line: MDA-MB-231. Synergy scores: CSS=11.3, Synergy_ZIP=-3.41, Synergy_Bliss=0.207, Synergy_Loewe=-0.596, Synergy_HSA=-0.566. (7) Drug 1: C1CCC(C1)C(CC#N)N2C=C(C=N2)C3=C4C=CNC4=NC=N3. Drug 2: CC1C(C(CC(O1)OC2CC(CC3=C2C(=C4C(=C3O)C(=O)C5=C(C4=O)C(=CC=C5)OC)O)(C(=O)C)O)N)O.Cl. Cell line: SK-MEL-2. Synergy scores: CSS=19.9, Synergy_ZIP=16.4, Synergy_Bliss=17.1, Synergy_Loewe=-5.98, Synergy_HSA=11.5. (8) Drug 1: C1CC(=O)NC(=O)C1N2CC3=C(C2=O)C=CC=C3N. Drug 2: C1=CC(=C2C(=C1NCCNCCO)C(=O)C3=C(C=CC(=C3C2=O)O)O)NCCNCCO. Cell line: SF-295. Synergy scores: CSS=60.8, Synergy_ZIP=-1.61, Synergy_Bliss=-1.14, Synergy_Loewe=-25.7, Synergy_HSA=2.41. (9) Drug 1: C1CC(=O)NC(=O)C1N2C(=O)C3=CC=CC=C3C2=O. Drug 2: COC1=C2C(=CC3=C1OC=C3)C=CC(=O)O2. Cell line: SF-539. Synergy scores: CSS=-1.58, Synergy_ZIP=0.614, Synergy_Bliss=-4.90, Synergy_Loewe=-8.40, Synergy_HSA=-8.73. (10) Drug 1: C1=CN(C(=O)N=C1N)C2C(C(C(O2)CO)O)O.Cl. Drug 2: CC(C)(C#N)C1=CC(=CC(=C1)CN2C=NC=N2)C(C)(C)C#N. Cell line: TK-10. Synergy scores: CSS=8.28, Synergy_ZIP=-4.90, Synergy_Bliss=-1.17, Synergy_Loewe=-6.81, Synergy_HSA=-4.63.